This data is from Retrosynthesis with 50K atom-mapped reactions and 10 reaction types from USPTO. The task is: Predict the reactants needed to synthesize the given product. (1) Given the product O=C(C1CCCC1)N1CCC(Oc2ccc3c(c2)CCN(C2CCC2)CC3)CC1, predict the reactants needed to synthesize it. The reactants are: O=C(Cl)C1CCCC1.c1cc2c(cc1OC1CCNCC1)CCN(C1CCC1)CC2. (2) Given the product CN(C)CCCOc1nc(CN2CCN(Cc3ccccc3)CC2)nc2ccccc12, predict the reactants needed to synthesize it. The reactants are: CN(C)CCCO.Clc1nc(CN2CCN(Cc3ccccc3)CC2)nc2ccccc12.